Dataset: Full USPTO retrosynthesis dataset with 1.9M reactions from patents (1976-2016). Task: Predict the reactants needed to synthesize the given product. (1) Given the product [N:1]1([CH2:10][C:11]([NH:18][C:19]2[S:20][CH:21]=[C:22]([C:24]3[CH:25]=[CH:26][C:27]([Cl:30])=[CH:28][CH:29]=3)[N:23]=2)=[O:13])[C:5]2[CH:6]=[CH:7][CH:8]=[CH:9][C:4]=2[N:3]=[CH:2]1, predict the reactants needed to synthesize it. The reactants are: [N:1]1([CH2:10][C:11]([OH:13])=O)[C:5]2[CH:6]=[CH:7][CH:8]=[CH:9][C:4]=2[N:3]=[CH:2]1.S(Cl)(Cl)=O.[NH2:18][C:19]1[S:20][CH:21]=[C:22]([C:24]2[CH:29]=[CH:28][C:27]([Cl:30])=[CH:26][CH:25]=2)[N:23]=1.N1C=CC=CC=1. (2) Given the product [NH:1]1[C:9]2[C:4](=[CH:5][CH:6]=[CH:7][CH:8]=2)[C:3]([CH2:10][C:11]([O:13][CH3:14])=[O:12])=[CH:2]1, predict the reactants needed to synthesize it. The reactants are: [NH:1]1[C:9]2[C:4](=[CH:5][CH:6]=[CH:7][CH:8]=2)[C:3]([CH2:10][C:11]([OH:13])=[O:12])=[CH:2]1.[CH3:14]O.Cl. (3) Given the product [CH3:32][N:31]([CH3:33])[C:27]1[N:28]=[CH:29][N:30]=[C:25]([N:7]2[CH2:6][CH:5]3[CH2:1][N:2]([C:9]([C:11]4[CH:16]=[CH:15][C:14]([O:17][CH3:18])=[CH:13][C:12]=4[N:19]4[N:20]=[CH:21][CH:22]=[N:23]4)=[O:10])[CH2:3][CH:4]3[CH2:8]2)[CH:26]=1, predict the reactants needed to synthesize it. The reactants are: [CH2:1]1[CH:5]2[CH2:6][NH:7][CH2:8][CH:4]2[CH2:3][N:2]1[C:9]([C:11]1[CH:16]=[CH:15][C:14]([O:17][CH3:18])=[CH:13][C:12]=1[N:19]1[N:23]=[CH:22][CH:21]=[N:20]1)=[O:10].Cl[C:25]1[N:30]=[CH:29][N:28]=[C:27]([N:31]([CH3:33])[CH3:32])[CH:26]=1. (4) Given the product [C:1]([O:5][CH2:6][CH2:7][CH2:8][CH2:9][CH2:10][CH2:11][O:12][C:13]1[CH:21]=[CH:20][C:16]([C:17]([O:29][C:30]2[CH:31]=[CH:32][C:33]([CH:34]=[CH:35][C:36]([O:38][C@@H:39]3[CH:43]4[O:44][CH2:45][C@@H:46]([O:47][C:17](=[O:18])[C:16]5[CH:15]=[CH:14][C:13]([O:12][CH2:11][CH2:10][CH2:9][CH2:8][CH2:7][CH2:6][O:5][C:1](=[O:4])[CH:27]=[CH2:28])=[CH:21][CH:20]=5)[CH:42]4[O:41][CH2:40]3)=[O:37])=[CH:48][CH:49]=2)=[O:18])=[CH:15][CH:14]=1)(=[O:4])[CH:2]=[CH2:3], predict the reactants needed to synthesize it. The reactants are: [C:1]([O:5][CH2:6][CH2:7][CH2:8][CH2:9][CH2:10][CH2:11][O:12][C:13]1[CH:21]=[CH:20][C:16]([C:17](Cl)=[O:18])=[CH:15][CH:14]=1)(=[O:4])[CH:2]=[CH2:3].C(N([CH2:27][CH3:28])CC)C.[OH:29][C:30]1[CH:49]=[CH:48][C:33]([CH:34]=[CH:35][C:36]([O:38][C@@H:39]2[CH:43]3[O:44][CH2:45][C@@H:46]([OH:47])[CH:42]3[O:41][CH2:40]2)=[O:37])=[CH:32][CH:31]=1. (5) Given the product [NH2:12][C:7]1[C:6]2[C:2]([Br:1])=[CH:3][S:4][C:5]=2[C:10](/[CH:40]=[CH:39]/[C:38]#[N:41])=[CH:9][N:8]=1, predict the reactants needed to synthesize it. The reactants are: [Br:1][C:2]1[C:6]2[C:7]([NH2:12])=[N:8][CH:9]=[C:10](I)[C:5]=2[S:4][CH:3]=1.C1(P(C2C=CC=CC=2)C2C=CC=CC=2)C=CC=CC=1.C(=O)([O-])[O-].[Na+].[Na+].[C:38](#[N:41])[CH:39]=[CH2:40]. (6) Given the product [Cl:1][C:2]1[CH:3]=[CH:4][C:5]2[N:6]([C:11]([C:12]([O:14][CH2:15][CH3:16])=[O:13])=[CH:17][N:8]=2)[N:7]=1, predict the reactants needed to synthesize it. The reactants are: [Cl:1][C:2]1[N:7]=[N:6][C:5]([NH2:8])=[CH:4][CH:3]=1.[K].Cl[CH:11]([CH:17]=O)[C:12]([O:14][CH2:15][CH3:16])=[O:13].